Dataset: Reaction yield outcomes from USPTO patents with 853,638 reactions. Task: Predict the reaction yield, written as a fraction of the theoretical maximum amount of product (1.0 means a 100% yield; for example, 0.34 means a 34% yield). The reactants are [CH3:1][C:2]1[NH:3][C:4](=[O:26])[C:5]([CH2:11][C:12]2[CH:17]=[CH:16][C:15]([C:18]3[C:19]([C:24]#[N:25])=[CH:20][CH:21]=[CH:22][CH:23]=3)=[CH:14][CH:13]=2)=[C:6]([CH2:8][CH2:9][CH3:10])[N:7]=1.[CH3:27][C:28]1([CH3:42])[CH2:37][C:36](=[O:38])[C:35]2[C:30](=[CH:31][CH:32]=[C:33](B(O)O)[CH:34]=2)[O:29]1.N1C=CC=CC=1.C(N(CC)CC)C. The catalyst is C(OCC)(=O)C.C([O-])(=O)C.[Cu+2].C([O-])(=O)C.ClCCl. The product is [CH3:27][C:28]1([CH3:42])[CH2:37][C:36](=[O:38])[C:35]2[C:30](=[CH:31][CH:32]=[C:33]([N:3]3[C:4](=[O:26])[C:5]([CH2:11][C:12]4[CH:17]=[CH:16][C:15]([C:18]5[C:19]([C:24]#[N:25])=[CH:20][CH:21]=[CH:22][CH:23]=5)=[CH:14][CH:13]=4)=[C:6]([CH2:8][CH2:9][CH3:10])[N:7]=[C:2]3[CH3:1])[CH:34]=2)[O:29]1. The yield is 0.450.